Dataset: Peptide-MHC class I binding affinity with 185,985 pairs from IEDB/IMGT. Task: Regression. Given a peptide amino acid sequence and an MHC pseudo amino acid sequence, predict their binding affinity value. This is MHC class I binding data. The peptide sequence is YERMCNIL. The MHC is HLA-B40:02 with pseudo-sequence HLA-B40:02. The binding affinity (normalized) is 0.612.